This data is from Full USPTO retrosynthesis dataset with 1.9M reactions from patents (1976-2016). The task is: Predict the reactants needed to synthesize the given product. (1) The reactants are: [C:1]([C:4]1[C:5](F)=[C:6]2[O:10][C:9]([CH:11]3[CH2:13][CH2:12]3)=[N:8][C:7]2=[C:14]([C:17]#[N:18])[C:15]=1[CH3:16])(=[O:3])[CH3:2].C(N(CC)CC)C.[CH3:27][N:28]([CH3:34])[C@H:29]1[CH2:33][CH2:32][NH:31][CH2:30]1.C(OCC)(=O)C. Given the product [C:1]([C:4]1[C:5]([N:31]2[CH2:32][CH2:33][C@H:29]([N:28]([CH3:34])[CH3:27])[CH2:30]2)=[C:6]2[O:10][C:9]([CH:11]3[CH2:13][CH2:12]3)=[N:8][C:7]2=[C:14]([C:17]#[N:18])[C:15]=1[CH3:16])(=[O:3])[CH3:2], predict the reactants needed to synthesize it. (2) Given the product [CH2:1]([N:3]1[C:8]([CH3:9])([CH3:10])[C:7]([CH3:11])([CH3:12])[O:6][C:5](=[O:13])[CH:4]1[CH2:14][C:15]([OH:17])=[O:16])[CH3:2], predict the reactants needed to synthesize it. The reactants are: [CH2:1]([N:3]1[C:8]([CH3:10])([CH3:9])[C:7]([CH3:12])([CH3:11])[O:6][C:5](=[O:13])[CH:4]1[CH2:14][C:15]([O:17]C(C)(C)C)=[O:16])[CH3:2].FC(F)(F)C(O)=O. (3) Given the product [Br:1][C:2]1[CH:3]=[CH:4][C:5]([C:8](=[O:18])/[C:9](/[S:10][C:11]2[CH:16]=[CH:15][C:14]([Br:17])=[CH:13][CH:12]=2)=[CH:23]\[C:22]2[C:25]([O:31][CH3:32])=[CH:26][C:27]([O:29][CH3:30])=[CH:28][C:21]=2[O:20][CH3:19])=[CH:6][CH:7]=1, predict the reactants needed to synthesize it. The reactants are: [Br:1][C:2]1[CH:7]=[CH:6][C:5]([C:8](=[O:18])[CH2:9][S:10][C:11]2[CH:16]=[CH:15][C:14]([Br:17])=[CH:13][CH:12]=2)=[CH:4][CH:3]=1.[CH3:19][O:20][C:21]1[CH:28]=[C:27]([O:29][CH3:30])[CH:26]=[C:25]([O:31][CH3:32])[C:22]=1[CH:23]=O. (4) Given the product [O:8]=[C:7]1[C:6]2[C:5](=[CH:12][CH:11]=[CH:10][CH:9]=2)[C:4](=[O:13])[N:3]1[O:2][C:16](=[N:15][CH3:14])[C:17]1[CH:22]=[CH:21][CH:20]=[CH:19][CH:18]=1, predict the reactants needed to synthesize it. The reactants are: [Na].[OH:2][N:3]1[C:7](=[O:8])[C:6]2=[CH:9][CH:10]=[CH:11][CH:12]=[C:5]2[C:4]1=[O:13].[CH3:14][N:15]=[C:16](Cl)[C:17]1[CH:22]=[CH:21][CH:20]=[CH:19][CH:18]=1.O. (5) Given the product [C:13]([O:12][CH2:11][C@@H:6]1[C@@H:5]([O:4][C:1](=[O:3])[CH3:2])[C@H:10]([OH:16])[C@H:9]([OH:17])[C@@H:8]([C:18]2[CH:23]=[CH:22][CH:21]=[C:20]([O:24][C:33]3[C:42]4[C:37](=[CH:38][CH:39]=[CH:40][CH:41]=4)[N:36]=[CH:35][CH:34]=3)[CH:19]=2)[O:7]1)(=[O:15])[CH3:14], predict the reactants needed to synthesize it. The reactants are: [C:1]([O:4][CH2:5][C@@H:6]1[C@@H:11]([O:12][C:13](=[O:15])[CH3:14])[C@H:10]([OH:16])[C@H:9]([OH:17])[C@@H:8]([C:18]2[CH:23]=[CH:22][CH:21]=[C:20]([O:24][Si](C(C)(C)C)(C)C)[CH:19]=2)[O:7]1)(=[O:3])[CH3:2].Cl[C:33]1[C:42]2[C:37](=[CH:38][CH:39]=[CH:40][CH:41]=2)[N:36]=[CH:35][CH:34]=1. (6) Given the product [CH3:21][C:17]1([CH3:20])[O:16][C@@H:15]2[C:14]([CH2:22][O:23][C:24]([C:37]3[CH:38]=[CH:39][CH:40]=[CH:41][CH:42]=3)([C:31]3[CH:36]=[CH:35][CH:34]=[CH:33][CH:32]=3)[C:25]3[CH:26]=[CH:27][CH:28]=[CH:29][CH:30]=3)=[CH:13][C@@H:12]([C:9]3[N:5]4[CH:6]=[CH:7][N:8]=[C:3]([NH2:1])[C:4]4=[N:11][CH:10]=3)[C@@H:19]2[O:18]1, predict the reactants needed to synthesize it. The reactants are: [NH3:1].Cl[C:3]1[C:4]2[N:5]([C:9]([C@H:12]3[C@H:19]4[C@H:15]([O:16][C:17]([CH3:21])([CH3:20])[O:18]4)[C:14]([CH2:22][O:23][C:24]([C:37]4[CH:42]=[CH:41][CH:40]=[CH:39][CH:38]=4)([C:31]4[CH:36]=[CH:35][CH:34]=[CH:33][CH:32]=4)[C:25]4[CH:30]=[CH:29][CH:28]=[CH:27][CH:26]=4)=[CH:13]3)=[CH:10][N:11]=2)[CH:6]=[CH:7][N:8]=1. (7) Given the product [O:3]=[C:2]1[NH:1][C:11]2[C:6](/[C:4]/1=[N:23]/[NH:22][C:20](=[O:21])[CH:19]([C:16]1[CH:17]=[CH:18][C:13]([OH:12])=[CH:14][CH:15]=1)[CH3:24])=[CH:7][CH:8]=[CH:9][CH:10]=2, predict the reactants needed to synthesize it. The reactants are: [NH:1]1[C:11]2[C:6](=[CH:7][CH:8]=[CH:9][CH:10]=2)[C:4](=O)[C:2]1=[O:3].[OH:12][C:13]1[CH:18]=[CH:17][C:16]([CH:19]([CH3:24])[C:20]([NH:22][NH2:23])=[O:21])=[CH:15][CH:14]=1.